This data is from Peptide-MHC class I binding affinity with 185,985 pairs from IEDB/IMGT. The task is: Regression. Given a peptide amino acid sequence and an MHC pseudo amino acid sequence, predict their binding affinity value. This is MHC class I binding data. (1) The peptide sequence is DVDMDFDLNI. The MHC is HLA-A02:06 with pseudo-sequence HLA-A02:06. The binding affinity (normalized) is 0.199. (2) The binding affinity (normalized) is 0. The peptide sequence is LPRPDTRHL. The MHC is HLA-A68:02 with pseudo-sequence HLA-A68:02. (3) The peptide sequence is EYISDAFSL. The binding affinity (normalized) is 0. The MHC is HLA-A24:02 with pseudo-sequence HLA-A24:02. (4) The peptide sequence is KVSWRWMVY. The MHC is HLA-B39:01 with pseudo-sequence HLA-B39:01. The binding affinity (normalized) is 0.0847. (5) The peptide sequence is KVIVYCHYY. The MHC is HLA-B51:01 with pseudo-sequence HLA-B51:01. The binding affinity (normalized) is 0.0847. (6) The peptide sequence is KRWGFRSGV. The MHC is HLA-B39:01 with pseudo-sequence HLA-B39:01. The binding affinity (normalized) is 0.0847. (7) The peptide sequence is HPLSINVSGV. The MHC is HLA-B35:01 with pseudo-sequence HLA-B35:01. The binding affinity (normalized) is 0. (8) The peptide sequence is QCWRSFLNK. The MHC is HLA-A33:01 with pseudo-sequence HLA-A33:01. The binding affinity (normalized) is 0.389.